This data is from Forward reaction prediction with 1.9M reactions from USPTO patents (1976-2016). The task is: Predict the product of the given reaction. (1) Given the reactants C(O)=O.[Cl:4][C:5]1[CH:24]=[CH:23][C:8]([O:9][C:10]2[CH:11]=[C:12]([CH:20]=[CH:21][CH:22]=2)[O:13][CH2:14][CH2:15][CH:16]2[CH2:19][NH:18][CH2:17]2)=[CH:7][CH:6]=1.CC#N.C1([O:34][C:35](=O)[NH:36][C:37]2[N:41]3[N:42]=[CH:43][CH:44]=[CH:45][C:40]3=[N:39][CH:38]=2)C=CC=CC=1, predict the reaction product. The product is: [N:39]1[CH:38]=[C:37]([NH:36][C:35]([N:18]2[CH2:17][CH:16]([CH2:15][CH2:14][O:13][C:12]3[CH:20]=[CH:21][CH:22]=[C:10]([O:9][C:8]4[CH:7]=[CH:6][C:5]([Cl:4])=[CH:24][CH:23]=4)[CH:11]=3)[CH2:19]2)=[O:34])[N:41]2[C:40]=1[CH:45]=[CH:44][CH:43]=[N:42]2. (2) Given the reactants [Cl:1][C:2]1[CH:9]=[CH:8][C:5]([CH:6]=[O:7])=[CH:4][N:3]=1.O1CCCC1.C[Si](C)(C)[C:17]([F:20])([F:19])[F:18].[F-].C([N+](CCCC)(CCCC)CCCC)CCC, predict the reaction product. The product is: [Cl:1][C:2]1[N:3]=[CH:4][C:5]([CH:6]([OH:7])[C:17]([F:20])([F:19])[F:18])=[CH:8][CH:9]=1. (3) Given the reactants [CH2:1]([O:3][P:4]([C:7]([C:9]1[CH:14]=[CH:13][CH:12]=[CH:11][CH:10]=1)=[CH2:8])(=[O:6])[OH:5])[CH3:2].[C:15]1([C:21]#[C:22][C:23]2[CH:28]=[CH:27][CH:26]=[CH:25][CH:24]=2)[CH:20]=[CH:19][CH:18]=[CH:17][CH:16]=1, predict the reaction product. The product is: [CH2:1]([O:3][P:4]1(=[O:5])[C:7]([C:9]2[CH:14]=[CH:13][CH:12]=[CH:11][CH:10]=2)=[CH:8][C:22]([C:23]2[CH:28]=[CH:27][CH:26]=[CH:25][CH:24]=2)=[C:21]([C:15]2[CH:20]=[CH:19][CH:18]=[CH:17][CH:16]=2)[O:6]1)[CH3:2]. (4) Given the reactants C[C@H]1CCCCN1C1N2C=C(O[C@H]3C4C(=CC=CC=4)[C@@H](N)CC3)C=CC2=NN=1.[CH3:29][C@H:30]1[CH2:35][CH2:34][CH2:33][C@@H:32](C)[N:31]1[C:37]1[N:41]2[CH:42]=[C:43]([O:46][C@H:47]3[C:56]4[C:51](=[CH:52][CH:53]=[CH:54][CH:55]=4)[C@@H:50]([NH:57][C:58](=[O:80])[NH:59][C:60]4[N:64]([C:65]5[CH:66]=[N:67][N:68]([CH2:70][CH2:71][O:72][S:73]([CH3:76])(=[O:75])=[O:74])[CH:69]=5)[N:63]=[C:62]([CH:77]([CH3:79])[CH3:78])[CH:61]=4)[CH2:49][CH2:48]3)[CH:44]=[CH:45][C:40]2=[N:39][N:38]=1, predict the reaction product. The product is: [CH:77]([C:62]1[CH:61]=[C:60]([NH:59][C:58]([NH:57][C@@H:50]2[C:51]3[C:56](=[CH:55][CH:54]=[CH:53][CH:52]=3)[C@H:47]([O:46][C:43]3[CH:44]=[CH:45][C:40]4[N:41]([C:37]([N:31]5[CH2:32][CH2:33][CH2:34][CH2:35][C@@H:30]5[CH3:29])=[N:38][N:39]=4)[CH:42]=3)[CH2:48][CH2:49]2)=[O:80])[N:64]([C:65]2[CH:66]=[N:67][N:68]([CH2:70][CH2:71][O:72][S:73]([CH3:76])(=[O:75])=[O:74])[CH:69]=2)[N:63]=1)([CH3:78])[CH3:79]. (5) Given the reactants [OH:1][CH2:2][C@@H:3]1[N:8]([C:9]([O:11][CH2:12][C:13]2[CH:18]=[CH:17][CH:16]=[CH:15][CH:14]=2)=[O:10])[CH2:7][C@@H:6]([C:19]([O:21]C)=[O:20])[CH2:5][CH2:4]1.O.[OH-].[Li+], predict the reaction product. The product is: [CH2:12]([O:11][C:9]([N:8]1[C@@H:3]([CH2:2][OH:1])[CH2:4][CH2:5][C@H:6]([C:19]([OH:21])=[O:20])[CH2:7]1)=[O:10])[C:13]1[CH:18]=[CH:17][CH:16]=[CH:15][CH:14]=1.